From a dataset of Forward reaction prediction with 1.9M reactions from USPTO patents (1976-2016). Predict the product of the given reaction. (1) Given the reactants [F:1][C:2]([F:19])([F:18])[C:3]1[CH:12]=[CH:11][C:10]2[CH2:9][CH:8]([C:13]([O:15]CC)=[O:14])[CH2:7][CH2:6][C:5]=2[N:4]=1.[OH-].[Na+], predict the reaction product. The product is: [F:19][C:2]([F:1])([F:18])[C:3]1[CH:12]=[CH:11][C:10]2[CH2:9][CH:8]([C:13]([OH:15])=[O:14])[CH2:7][CH2:6][C:5]=2[N:4]=1. (2) Given the reactants [N+:1]([C:4]1[CH:9]=[C:8]([N+:10]([O-:12])=[O:11])[CH:7]=[CH:6][C:5]=1F)([O-:3])=[O:2].CN1CCCC1=O.[CH2:21]([NH:24][CH2:25][CH:26]=[CH2:27])[CH:22]=[CH2:23].C(=O)([O-])[O-].[K+].[K+], predict the reaction product. The product is: [CH2:21]([N:24]([CH2:25][CH:26]=[CH2:27])[C:5]1[CH:6]=[CH:7][C:8]([N+:10]([O-:12])=[O:11])=[CH:9][C:4]=1[N+:1]([O-:3])=[O:2])[CH:22]=[CH2:23]. (3) Given the reactants [Br:1][C:2]1[C:7]([N:8]2[CH2:13][CH2:12][C:11](=[N:14]O)[CH2:10][CH2:9]2)=[CH:6][CH:5]=[C:4]([O:16][CH3:17])[N:3]=1.C(=O)([O-])[O-:19].[Na+].[Na+].C1(C)C=CC(S(Cl)(=O)=O)=CC=1, predict the reaction product. The product is: [Br:1][C:2]1[C:7]([N:8]2[CH2:13][CH2:12][C:11](=[O:19])[NH:14][CH2:10][CH2:9]2)=[CH:6][CH:5]=[C:4]([O:16][CH3:17])[N:3]=1. (4) Given the reactants C[O:2][C:3]([C:5]1[S:6][C:7]([N:20]2[CH:24]=[N:23][C:22]([NH:25][C:26]3[CH:31]=[CH:30][CH:29]=[CH:28][CH:27]=3)=[N:21]2)=[CH:8][C:9]=1[O:10][CH:11]([C:13]1[CH:18]=[CH:17][CH:16]=[CH:15][C:14]=1[Cl:19])[CH3:12])=O.C(OCC)C.[NH3:37], predict the reaction product. The product is: [Cl:19][C:14]1[CH:15]=[CH:16][CH:17]=[CH:18][C:13]=1[CH:11]([O:10][C:9]1[CH:8]=[C:7]([N:20]2[CH:24]=[N:23][C:22]([NH:25][C:26]3[CH:31]=[CH:30][CH:29]=[CH:28][CH:27]=3)=[N:21]2)[S:6][C:5]=1[C:3]([NH2:37])=[O:2])[CH3:12]. (5) Given the reactants [CH2:1]([O:8][C:9]1[CH:10]=[C:11]([C:15]2[N:20]=[C:19](/[CH:21]=[CH:22]/[N:23](C)C)[C:18]([N+]([O-])=O)=[C:17]([N:29]3[CH2:34][CH2:33][O:32][CH2:31][CH2:30]3)[N:16]=2)[CH:12]=[CH:13][CH:14]=1)[C:2]1[CH:7]=[CH:6][CH:5]=[CH:4][CH:3]=1, predict the reaction product. The product is: [CH2:1]([O:8][C:9]1[CH:10]=[C:11]([C:15]2[N:16]=[C:17]([N:29]3[CH2:34][CH2:33][O:32][CH2:31][CH2:30]3)[C:18]3[NH:23][CH:22]=[CH:21][C:19]=3[N:20]=2)[CH:12]=[CH:13][CH:14]=1)[C:2]1[CH:3]=[CH:4][CH:5]=[CH:6][CH:7]=1. (6) Given the reactants [CH3:1][O:2][C:3]1[C:8]2[N:9]=[C:10]([C:12]([F:15])([F:14])[F:13])[NH:11][C:7]=2[CH:6]=[CH:5][CH:4]=1.[Br:16]N1C(=O)CCC1=O, predict the reaction product. The product is: [Br:16][C:6]1[C:7]2[NH:11][C:10]([C:12]([F:15])([F:13])[F:14])=[N:9][C:8]=2[C:3]([O:2][CH3:1])=[CH:4][CH:5]=1.